From a dataset of Full USPTO retrosynthesis dataset with 1.9M reactions from patents (1976-2016). Predict the reactants needed to synthesize the given product. (1) Given the product [OH:28][CH:27]([CH2:29][NH:32][CH3:31])[CH2:26][O:25][C:21]1[CH:20]=[C:19]2[C:24]([C:15]([O:14][C:12]3[CH:11]=[CH:10][C:9]4[C:5]([C:3]([NH:2][CH3:1])=[O:4])=[C:6]([CH3:30])[O:7][C:8]=4[CH:13]=3)=[CH:16][CH:17]=[N:18]2)=[CH:23][CH:22]=1, predict the reactants needed to synthesize it. The reactants are: [CH3:1][NH:2][C:3]([C:5]1[C:9]2[CH:10]=[CH:11][C:12]([O:14][C:15]3[C:24]4[C:19](=[CH:20][C:21]([O:25][CH2:26][CH:27]5[CH2:29][O:28]5)=[CH:22][CH:23]=4)[N:18]=[CH:17][CH:16]=3)=[CH:13][C:8]=2[O:7][C:6]=1[CH3:30])=[O:4].[CH3:31][NH2:32]. (2) The reactants are: [OH-].[K+].[CH:3]1([CH2:8][CH2:9][O:10][C:11]2[CH:16]=[CH:15][C:14]([N:17]([CH2:37][C:38]3[CH:43]=[CH:42][C:41]([O:44][CH3:45])=[CH:40][CH:39]=3)[S:18]([C:21]3[CH:22]=[C:23]4[C:28](=[CH:29][CH:30]=3)[CH2:27][N:26](C(=O)C(F)(F)F)[CH2:25][CH2:24]4)(=[O:20])=[O:19])=[C:13]([F:46])[CH:12]=2)[CH2:7][CH2:6][CH2:5][CH2:4]1. Given the product [CH:3]1([CH2:8][CH2:9][O:10][C:11]2[CH:16]=[CH:15][C:14]([N:17]([CH2:37][C:38]3[CH:39]=[CH:40][C:41]([O:44][CH3:45])=[CH:42][CH:43]=3)[S:18]([C:21]3[CH:22]=[C:23]4[C:28](=[CH:29][CH:30]=3)[CH2:27][NH:26][CH2:25][CH2:24]4)(=[O:19])=[O:20])=[C:13]([F:46])[CH:12]=2)[CH2:7][CH2:6][CH2:5][CH2:4]1, predict the reactants needed to synthesize it. (3) The reactants are: [F:1][C:2]([F:43])([F:42])[C:3]1[CH:4]=[C:5]([CH:35]=[C:36]([C:38]([F:41])([F:40])[F:39])[CH:37]=1)[CH2:6][N:7]([CH2:13][C:14]1[CH:19]=[C:18]([C:20]([F:23])([F:22])[F:21])[CH:17]=[CH:16][C:15]=1[C:24]1[CH:29]=[C:28]([CH:30]([CH3:32])[CH3:31])[CH:27]=[CH:26][C:25]=1[O:33][CH3:34])[C:8]1[N:9]=[N:10][NH:11][N:12]=1.C(N(CC)CC)C.Br[CH2:52][CH2:53][CH2:54][C:55]([O:57][CH2:58][CH3:59])=[O:56].O. Given the product [F:41][C:38]([F:39])([F:40])[C:36]1[CH:35]=[C:5]([CH:4]=[C:3]([C:2]([F:1])([F:42])[F:43])[CH:37]=1)[CH2:6][N:7]([CH2:13][C:14]1[CH:19]=[C:18]([C:20]([F:21])([F:22])[F:23])[CH:17]=[CH:16][C:15]=1[C:24]1[CH:29]=[C:28]([CH:30]([CH3:31])[CH3:32])[CH:27]=[CH:26][C:25]=1[O:33][CH3:34])[C:8]1[N:9]=[N:10][N:11]([CH2:52][CH2:53][CH2:54][C:55]([O:57][CH2:58][CH3:59])=[O:56])[N:12]=1, predict the reactants needed to synthesize it. (4) Given the product [CH2:1]([O:8][C:9]1[CH:34]=[CH:33][C:12]([CH2:13][N:14]([CH2:20][CH2:21][N:22]([C:47]2[CH:46]=[CH:4][C:3]([Cl:37])=[CH:2][CH:1]=2)[C:23]([NH:40][O:38][CH3:39])=[NH:25])[C:15](=[O:19])[CH:16]([CH3:18])[CH3:17])=[CH:11][C:10]=1[O:35][CH3:36])[C:2]1[CH:7]=[CH:6][CH:5]=[CH:4][CH:3]=1, predict the reactants needed to synthesize it. The reactants are: [CH2:1]([O:8][C:9]1[CH:34]=[CH:33][C:12]([CH2:13][N:14]([CH2:20][CH2:21][NH:22][C:23]([NH:25]C2C=CC(Cl)=CC=2)=S)[C:15](=[O:19])[CH:16]([CH3:18])[CH3:17])=[CH:11][C:10]=1[O:35][CH3:36])[C:2]1[CH:7]=[CH:6][CH:5]=[CH:4][CH:3]=1.[ClH:37].[O:38]([NH2:40])[CH3:39].CCN([CH2:46][CH3:47])CC. (5) Given the product [C:1]([O-:6])(=[S:5])[CH:2]([CH3:4])[OH:3].[Cu+2:17].[C:1]([O-:6])(=[S:5])[CH:2]([CH3:4])[OH:3], predict the reactants needed to synthesize it. The reactants are: [C:1]([OH:6])(=[S:5])[CH:2]([CH3:4])[OH:3].O.O.O.O.O.S([O-])([O-])(=O)=O.[Cu+2:17]. (6) Given the product [C:41]([OH:44])(=[O:43])/[CH:42]=[CH:35]/[C:34]([OH:37])=[O:36].[C:34]([O:23][CH2:22][C:19]1[O:18][C:17]([S:14]([N:5]2[CH:4]=[C:3]([CH2:24][NH:25][CH3:33])[C:2]([F:1])=[C:6]2[C:7]2[C:8]([F:13])=[N:9][CH:10]=[CH:11][CH:12]=2)(=[O:16])=[O:15])=[CH:21][CH:20]=1)(=[O:36])[CH3:35], predict the reactants needed to synthesize it. The reactants are: [F:1][C:2]1[C:3]([CH2:24][N:25]([CH3:33])C(=O)OC(C)(C)C)=[CH:4][N:5]([S:14]([C:17]2[O:18][C:19]([CH2:22][OH:23])=[CH:20][CH:21]=2)(=[O:16])=[O:15])[C:6]=1[C:7]1[C:8]([F:13])=[N:9][CH:10]=[CH:11][CH:12]=1.[C:34]([O:37]CC)(=[O:36])[CH3:35].Cl.[C:41]([O:44]CC)(=[O:43])[CH3:42]. (7) Given the product [F:3][C:4]1[CH:9]=[CH:8][CH:7]=[C:6]([O:10][CH3:11])[C:5]=1[O:12][CH3:1], predict the reactants needed to synthesize it. The reactants are: [CH3:1]I.[F:3][C:4]1[CH:9]=[CH:8][CH:7]=[C:6]([O:10][CH3:11])[C:5]=1[OH:12].